Dataset: Peptide-MHC class I binding affinity with 185,985 pairs from IEDB/IMGT. Task: Regression. Given a peptide amino acid sequence and an MHC pseudo amino acid sequence, predict their binding affinity value. This is MHC class I binding data. (1) The peptide sequence is AIQIQMFEA. The MHC is HLA-B15:01 with pseudo-sequence HLA-B15:01. The binding affinity (normalized) is 0.0847. (2) The peptide sequence is TTFPVNGGY. The MHC is HLA-A02:50 with pseudo-sequence HLA-A02:50. The binding affinity (normalized) is 0.0847. (3) The peptide sequence is VTVTNVLLY. The MHC is HLA-A02:06 with pseudo-sequence HLA-A02:06. The binding affinity (normalized) is 0.395. (4) The peptide sequence is NSSKVSQNY. The MHC is HLA-B18:01 with pseudo-sequence HLA-B18:01. The binding affinity (normalized) is 0.389. (5) The peptide sequence is IKWLWKANK. The MHC is HLA-A68:02 with pseudo-sequence HLA-A68:02. The binding affinity (normalized) is 0.0847. (6) The peptide sequence is HPRVSSEVHI. The MHC is HLA-B18:01 with pseudo-sequence HLA-B18:01. The binding affinity (normalized) is 0. (7) The peptide sequence is EEVPNIIHEA. The MHC is HLA-B18:01 with pseudo-sequence HLA-B18:01. The binding affinity (normalized) is 0.128.